This data is from Full USPTO retrosynthesis dataset with 1.9M reactions from patents (1976-2016). The task is: Predict the reactants needed to synthesize the given product. (1) Given the product [CH2:2]([O:4][C:5](=[O:15])[C@@H:6]([NH:7][C:25](=[O:26])[CH:24]([NH:23][C:21]([O:20][C:16]([CH3:18])([CH3:17])[CH3:19])=[O:22])[C:46]1[CH:47]=[CH:48][CH:49]=[CH:50][CH:51]=1)[CH2:8][C:9]1[CH:14]=[CH:13][CH:12]=[CH:11][CH:10]=1)[CH3:3], predict the reactants needed to synthesize it. The reactants are: Cl.[CH2:2]([O:4][C:5](=[O:15])[C@H:6]([CH2:8][C:9]1[CH:14]=[CH:13][CH:12]=[CH:11][CH:10]=1)[NH2:7])[CH3:3].[C:16]([O:20][C:21]([N:23](C1C=CC=CC=1)[CH2:24][C:25](O)=[O:26])=[O:22])([CH3:19])([CH3:18])[CH3:17].C(N(C(C)C)CC)(C)C.N1(OC(N(C)C)=[N+](C)C)[C:47]2[CH:48]=[CH:49][CH:50]=[CH:51][C:46]=2N=N1. (2) Given the product [F:3][C:4]1[CH:9]=[CH:8][C:7]([S:18]([CH2:12][C:13](=[O:15])[CH3:14])(=[O:20])=[O:17])=[CH:6][CH:5]=1, predict the reactants needed to synthesize it. The reactants are: [OH-].[Na+].[F:3][C:4]1[CH:9]=[CH:8][C:7](S)=[CH:6][CH:5]=1.Cl[CH2:12][C:13](=[O:15])[CH3:14].O[O:17][S:18]([O-:20])=O.[K+].